Dataset: Full USPTO retrosynthesis dataset with 1.9M reactions from patents (1976-2016). Task: Predict the reactants needed to synthesize the given product. (1) Given the product [F:27][C:24]1[CH:23]=[CH:22][C:21]([C:19]([C:17]2[CH:18]=[C:13]([CH:14]=[CH:15][C:16]=2[OH:28])[CH2:12][N:6]2[C:7]3[C:3](=[C:2]([NH:1][C:29](=[O:35])[C:30]([O:32][CH2:33][CH3:34])=[O:31])[CH:10]=[CH:9][C:8]=3[CH3:11])[CH:4]=[CH:5]2)=[O:20])=[CH:26][CH:25]=1, predict the reactants needed to synthesize it. The reactants are: [NH2:1][C:2]1[CH:10]=[CH:9][C:8]([CH3:11])=[C:7]2[C:3]=1[CH:4]=[CH:5][N:6]2[CH2:12][C:13]1[CH:14]=[CH:15][C:16]([OH:28])=[C:17]([C:19]([C:21]2[CH:26]=[CH:25][C:24]([F:27])=[CH:23][CH:22]=2)=[O:20])[CH:18]=1.[C:29](OCC)(=[O:35])[C:30]([O:32][CH2:33][CH3:34])=[O:31]. (2) Given the product [CH2:1]([C@@:4]1([CH3:32])[CH2:9][C@H:8]([C:10]2[CH:15]=[CH:14][CH:13]=[C:12]([Cl:16])[CH:11]=2)[C@@H:7]([C:17]2[CH:18]=[CH:19][C:20]([Cl:23])=[CH:21][CH:22]=2)[N:6]([C@@H:24]([C:25]2[CH:30]=[CH:29][CH:28]=[CH:27][N:26]=2)[CH2:43][CH:42]([F:45])[F:41])[C:5]1=[O:31])[CH:2]=[CH2:3], predict the reactants needed to synthesize it. The reactants are: [CH2:1]([C@@:4]1([CH3:32])[CH2:9][C@H:8]([C:10]2[CH:15]=[CH:14][CH:13]=[C:12]([Cl:16])[CH:11]=2)[C@@H:7]([C:17]2[CH:22]=[CH:21][C:20]([Cl:23])=[CH:19][CH:18]=2)[N:6]([CH2:24][C:25]2[CH:30]=[CH:29][CH:28]=[CH:27][N:26]=2)[C:5]1=[O:31])[CH:2]=[CH2:3].C([N-]C(C)C)(C)C.[Li+].[F:41][CH:42]([F:45])[CH2:43]I. (3) The reactants are: [Br:1][C:2]1[N:6]2[N:7]=[CH:8][CH:9]=[CH:10][C:5]2=[N:4][C:3]=1[C:11]([O:13]CC)=O.[CH:16]1([NH2:19])[CH2:18][CH2:17]1.[Cl-].[Ca+2].[Cl-]. Given the product [Br:1][C:2]1[N:6]2[N:7]=[CH:8][CH:9]=[CH:10][C:5]2=[N:4][C:3]=1[C:11]([NH:19][CH:16]1[CH2:18][CH2:17]1)=[O:13], predict the reactants needed to synthesize it. (4) Given the product [Br:1][C:3]1[CH:16]=[CH:15][C:6]([C:7]([C:9]2[CH:14]=[CH:13][CH:12]=[CH:11][CH:10]=2)=[O:8])=[CH:5][CH:4]=1, predict the reactants needed to synthesize it. The reactants are: [BrH:1].N[C:3]1[CH:16]=[CH:15][C:6]([C:7]([C:9]2[CH:14]=[CH:13][CH:12]=[CH:11][CH:10]=2)=[O:8])=[CH:5][CH:4]=1.C([O-])([O-])=O.[K+].[K+].